Dataset: Reaction yield outcomes from USPTO patents with 853,638 reactions. Task: Predict the reaction yield, written as a fraction of the theoretical maximum amount of product (1.0 means a 100% yield; for example, 0.34 means a 34% yield). (1) The reactants are [Br:1][C:2]1[C:3]([F:11])=[C:4]2[CH:10]=[CH:9][NH:8][C:5]2=[N:6][CH:7]=1.[N+:12]([O-])([OH:14])=[O:13]. No catalyst specified. The product is [Br:1][C:2]1[C:3]([F:11])=[C:4]2[C:10]([N+:12]([O-:14])=[O:13])=[CH:9][NH:8][C:5]2=[N:6][CH:7]=1. The yield is 0.760. (2) The reactants are FC1C=C(C)C=CC=1[N+]([O-])=O.[CH:12]([O:15][C:16]1[CH:22]=[C:21]([CH3:23])[CH:20]=[CH:19][C:17]=1[NH2:18])([CH3:14])[CH3:13].[NH2:24][C:25]1[S:26][CH:27]=[CH:28][N:29]=1.C[CH:31]([OH:33])C. No catalyst specified. The product is [CH:12]([O:15][C:16]1[CH:22]=[C:21]([CH3:23])[CH:20]=[CH:19][C:17]=1[NH:18][C:31]([NH:24][C:25]1[S:26][CH:27]=[CH:28][N:29]=1)=[O:33])([CH3:14])[CH3:13]. The yield is 0.620. (3) The reactants are [C:1]1([S:7]([C:10]2[CH:11]=[C:12]3[C:17](=[CH:18][CH:19]=2)[CH:16]([OH:20])[CH2:15][CH2:14][CH2:13]3)(=[O:9])=[O:8])[CH:6]=[CH:5][CH:4]=[CH:3][CH:2]=1.[H-].[Na+].Br[CH2:24][C:25]([O:27][CH2:28][CH3:29])=[O:26].O. The catalyst is CN(C=O)C. The product is [CH2:28]([O:27][C:25](=[O:26])[CH2:24][O:20][CH:16]1[C:17]2[C:12](=[CH:11][C:10]([S:7]([C:1]3[CH:2]=[CH:3][CH:4]=[CH:5][CH:6]=3)(=[O:9])=[O:8])=[CH:19][CH:18]=2)[CH2:13][CH2:14][CH2:15]1)[CH3:29]. The yield is 0.480. (4) The product is [Cl:27][C:28]1[CH:29]=[CH:30][N:31]=[C:32]([O:36][CH3:37])[C:33]=1[C:34]1[NH:11][C:10]2=[CH:9][C:8]3[C:7](=[O:14])[N:6]([CH2:15][C@@H:16]([OH:19])[CH2:17][OH:18])[C:5](=[O:20])[C:4]=3[CH:3]=[C:2]2[N:1]=1. The catalyst is CO.[Pd]. The reactants are [NH2:1][C:2]1[CH:3]=[C:4]2[C:8](=[CH:9][C:10]=1[N+:11]([O-])=O)[C:7](=[O:14])[N:6]([CH2:15][C@@H:16]([OH:19])[CH2:17][OH:18])[C:5]2=[O:20].CC(O)=O.[H][H].[Cl:27][C:28]1[C:33]([CH:34]=O)=[C:32]([O:36][CH3:37])[N:31]=[CH:30][CH:29]=1. The yield is 0.293. (5) The reactants are [C:1]([Li])([CH3:4])([CH3:3])[CH3:2].[CH:6]1[CH:11]=[CH:10][C:9]([C:12]2[CH:25]=[CH:24][N:23]=[C:22]3[C:13]=2[CH:14]=[CH:15][C:16]2[C:21]3=[N:20][CH:19]=[CH:18][C:17]=2[C:26]2[CH:31]=[CH:30][CH:29]=[CH:28][CH:27]=2)=[CH:8][CH:7]=1.O. The catalyst is C1COCC1.C1(C)C=CC=CC=1. The product is [C:26]1([C:17]2[C:16]3[C:21](=[C:22]4[C:13](=[CH:14][CH:15]=3)[C:12]([C:9]3[CH:8]=[CH:7][CH:6]=[CH:11][CH:10]=3)=[CH:25][C:24]([C:14]3[CH:2]=[C:1]([CH3:4])[CH:3]=[CH:22][CH:13]=3)=[N:23]4)[N:20]=[C:19]([C:7]3[CH:8]=[C:9]([CH3:12])[CH:10]=[CH:11][CH:6]=3)[CH:18]=2)[CH:31]=[CH:30][CH:29]=[CH:28][CH:27]=1. The yield is 0.750. (6) The reactants are [ClH:1].O1CCOCC1.[OH:8][C@H:9]1[C:13]2[N:14]=[CH:15][N:16]=[C:17]([N:18]3[CH2:23][CH2:22][N:21](C(OC(C)(C)C)=O)[CH2:20][CH2:19]3)[C:12]=2[C@H:11]([CH3:31])[CH2:10]1. The catalyst is O1CCOCC1. The product is [ClH:1].[ClH:1].[CH3:31][C@H:11]1[C:12]2[C:17]([N:18]3[CH2:19][CH2:20][NH:21][CH2:22][CH2:23]3)=[N:16][CH:15]=[N:14][C:13]=2[C@H:9]([OH:8])[CH2:10]1. The yield is 0.798. (7) The reactants are [CH2:1]([NH:3][C:4]1[C:9]2[C:10]([C:13]3[CH:18]=[CH:17][N:16]=[CH:15][N:14]=3)=[N:11][NH:12][C:8]=2[CH:7]=[CH:6][N:5]=1)[CH3:2].[CH3:19][O:20][C:21]1C=CC(CN2C3C=CN=C(NC4CCOCC4)C=3C([Sn](C)(C)C)=N2)=C[CH:22]=1.ClC1C=C(Cl)N=CN=1. No catalyst specified. The product is [N:16]1[CH:17]=[CH:18][C:13]([C:10]2[C:9]3[C:4]([NH:3][CH:1]4[CH2:22][CH2:21][O:20][CH2:19][CH2:2]4)=[N:5][CH:6]=[CH:7][C:8]=3[NH:12][N:11]=2)=[N:14][CH:15]=1. The yield is 0.160.